Predict the reactants needed to synthesize the given product. From a dataset of Full USPTO retrosynthesis dataset with 1.9M reactions from patents (1976-2016). (1) Given the product [CH3:6][C:5]([O:4][CH2:1][CH2:2][CH2:9][CH2:8][OH:11])=[O:7], predict the reactants needed to synthesize it. The reactants are: [C:1]([O:4][C:5](=[O:7])[CH3:6])(=O)[CH3:2].[C:8](OC(=O)CC)(=[O:11])[CH2:9]C.C(OC(=O)CCC)(=O)CCC.C(OC(=O)CCCC)(=O)CCCC.C(OC(=O)CCCCC)(=O)CCCCC. (2) Given the product [NH2:41][C:37]1[N:38]=[CH:39][N:40]=[C:35]([N:23]2[CH2:22][CH2:21][C:20]([C:8]3[N:7]([CH2:6][CH2:5][N:1]4[CH2:2][CH2:3][CH2:4]4)[CH:11]=[C:10]([C:12]4[CH:17]=[CH:16][C:15]([F:18])=[C:14]([CH3:19])[CH:13]=4)[N:9]=3)([OH:26])[CH2:25][CH2:24]2)[C:36]=1[CH2:42][CH3:43], predict the reactants needed to synthesize it. The reactants are: [N:1]1([CH2:5][CH2:6][N:7]2[CH:11]=[C:10]([C:12]3[CH:17]=[CH:16][C:15]([F:18])=[C:14]([CH3:19])[CH:13]=3)[N:9]=[C:8]2[C:20]2([O:26][Si](C(C)(C)C)(C)C)[CH2:25][CH2:24][NH:23][CH2:22][CH2:21]2)[CH2:4][CH2:3][CH2:2]1.Cl[C:35]1[N:40]=[CH:39][N:38]=[C:37]([NH2:41])[C:36]=1[CH2:42][CH3:43]. (3) Given the product [CH2:1]([O:3][C:4]([C:6]1[C:7]([C:19]2[CH:20]=[N:21][C:22]([O:25][CH3:26])=[CH:23][CH:24]=2)=[C:8]2[N:13]([CH:14]=1)[CH:12]=[C:11]([CH2:15][N:16]1[CH:31]=[C:30]([C:29]([OH:34])([C:28]([F:36])([F:35])[F:27])[CH2:32][CH3:33])[N:18]=[N:17]1)[CH:10]=[CH:9]2)=[O:5])[CH3:2], predict the reactants needed to synthesize it. The reactants are: [CH2:1]([O:3][C:4]([C:6]1[C:7]([C:19]2[CH:20]=[N:21][C:22]([O:25][CH3:26])=[CH:23][CH:24]=2)=[C:8]2[N:13]([CH:14]=1)[CH:12]=[C:11]([CH2:15][N:16]=[N+:17]=[N-:18])[CH:10]=[CH:9]2)=[O:5])[CH3:2].[F:27][C:28]([F:36])([F:35])[C:29]([OH:34])([CH2:32][CH3:33])[C:30]#[CH:31].